Dataset: Full USPTO retrosynthesis dataset with 1.9M reactions from patents (1976-2016). Task: Predict the reactants needed to synthesize the given product. The reactants are: [C:1]([O:5][C:6]([N:8]1[CH2:12][CH2:11][CH2:10][C@H:9]1[CH2:13][C:14]([OH:16])=O)=[O:7])([CH3:4])([CH3:3])[CH3:2].[C:17]1([C:23]2NN=[N:25][N:24]=2)[CH:22]=[CH:21][CH:20]=[CH:19][CH:18]=1. Given the product [C:1]([O:5][C:6]([N:8]1[CH2:12][CH2:11][CH2:10][C@H:9]1[CH2:13][C:14]1[O:16][C:23]([C:17]2[CH:22]=[CH:21][CH:20]=[CH:19][CH:18]=2)=[N:24][N:25]=1)=[O:7])([CH3:2])([CH3:3])[CH3:4], predict the reactants needed to synthesize it.